This data is from Catalyst prediction with 721,799 reactions and 888 catalyst types from USPTO. The task is: Predict which catalyst facilitates the given reaction. (1) Reactant: O[Li].O.[C:4]12([C:14]3[CH:15]=[C:16]([C:22]4[CH:33]=[CH:32][C:25](/[CH:26]=[CH:27]/[C:28]([O:30]C)=[O:29])=[CH:24][CH:23]=4)[CH:17]=[CH:18][C:19]=3[O:20][CH3:21])[CH2:13][CH:8]3[CH2:9][CH:10]([CH2:12][CH:6]([CH2:7]3)[CH2:5]1)[CH2:11]2. Product: [C:4]12([C:14]3[CH:15]=[C:16]([C:22]4[CH:23]=[CH:24][C:25](/[CH:26]=[CH:27]/[C:28]([OH:30])=[O:29])=[CH:32][CH:33]=4)[CH:17]=[CH:18][C:19]=3[O:20][CH3:21])[CH2:13][CH:8]3[CH2:9][CH:10]([CH2:12][CH:6]([CH2:7]3)[CH2:5]1)[CH2:11]2. The catalyst class is: 20. (2) The catalyst class is: 331. Reactant: [F:1][C:2]1[CH:3]=[CH:4][C:5]2[O:9][CH:8]=[CH:7][C:6]=2[CH:10]=1. Product: [F:1][C:2]1[CH:3]=[CH:4][C:5]2[O:9][CH2:8][CH2:7][C:6]=2[CH:10]=1. (3) Product: [CH3:1][C:2]1([CH3:14])[C:6]([CH3:7])([CH3:8])[O:5][B:4]([C:9]2[CH:13]=[N:12][N:11]([CH:25]3[CH2:26][CH2:27][N:22]([C:20]([O:19][C:15]([CH3:18])([CH3:17])[CH3:16])=[O:21])[CH2:23][CH2:24]3)[CH:10]=2)[O:3]1. The catalyst class is: 634. Reactant: [CH3:1][C:2]1([CH3:14])[C:6]([CH3:8])([CH3:7])[O:5][B:4]([C:9]2[CH:10]=[N:11][NH:12][CH:13]=2)[O:3]1.[C:15]([O:19][C:20]([N:22]1[CH2:27][CH2:26][CH:25](OS(C)(=O)=O)[CH2:24][CH2:23]1)=[O:21])([CH3:18])([CH3:17])[CH3:16].C(=O)([O-])[O-].[Cs+].[Cs+]. (4) Reactant: Cl[CH2:2][C:3]1[N:4]=[C:5]([C:9]2[CH:14]=[CH:13][CH:12]=[CH:11][CH:10]=2)[O:6][C:7]=1[CH3:8].C(=O)([O-])[O-].[K+].[K+].[OH:21][C:22]1[CH:31]=[C:30]2[C:25]([CH2:26][CH:27]([C:32]([O:34][C:35]([CH3:38])([CH3:37])[CH3:36])=[O:33])[CH2:28][O:29]2)=[CH:24][CH:23]=1. Product: [C:35]([O:34][C:32]([CH:27]1[CH2:26][C:25]2[C:30](=[CH:31][C:22]([O:21][CH2:2][C:3]3[N:4]=[C:5]([C:9]4[CH:14]=[CH:13][CH:12]=[CH:11][CH:10]=4)[O:6][C:7]=3[CH3:8])=[CH:23][CH:24]=2)[O:29][CH2:28]1)=[O:33])([CH3:38])([CH3:36])[CH3:37]. The catalyst class is: 6. (5) Reactant: [Cl:1][C:2]1[CH:3]=[C:4]([OH:21])[CH:5]=[C:6]2[C:11]=1[O:10][CH:9]([C:12]([F:15])([F:14])[F:13])[C:8]([C:16]([O:18][CH2:19][CH3:20])=[O:17])=[CH:7]2.C([O-])([O-])=O.[K+].[K+].[CH2:28](I)[CH3:29].O. Product: [Cl:1][C:2]1[CH:3]=[C:4]([O:21][CH2:28][CH3:29])[CH:5]=[C:6]2[C:11]=1[O:10][CH:9]([C:12]([F:15])([F:14])[F:13])[C:8]([C:16]([O:18][CH2:19][CH3:20])=[O:17])=[CH:7]2. The catalyst class is: 3. (6) Reactant: [Cl:1][C:2]1[C:3]([C:12]2[O:13][CH:14]=[CH:15][CH:16]=2)=[N:4][C:5]([NH2:11])=[N:6][C:7]=1S(C)=O.[OH:17][CH2:18][C:19]1[CH:24]=[CH:23][CH:22]=[CH:21][N:20]=1.C1CCN2C(=NCCC2)CC1. Product: [Cl:1][C:2]1[C:3]([C:12]2[O:13][CH:14]=[CH:15][CH:16]=2)=[N:4][C:5]([NH2:11])=[N:6][C:7]=1[O:17][CH2:18][C:19]1[CH:24]=[CH:23][CH:22]=[CH:21][N:20]=1. The catalyst class is: 57.